From a dataset of Catalyst prediction with 721,799 reactions and 888 catalyst types from USPTO. Predict which catalyst facilitates the given reaction. (1) Reactant: [F:1][C:2]1[CH:7]=[C:6]([F:8])[CH:5]=[CH:4][C:3]=1[C@@:9]1([NH:17][C:18]([NH:20][C:21](=[O:28])[C:22]2[CH:27]=[CH:26][CH:25]=[CH:24][CH:23]=2)=[S:19])[C@H:13]([CH2:14]O)[C@@H:12]([CH3:16])[O:11][CH2:10]1.FC(F)(F)S(OS(C(F)(F)F)(=O)=O)(=O)=O. Product: [F:1][C:2]1[CH:7]=[C:6]([F:8])[CH:5]=[CH:4][C:3]=1[C@:9]12[CH2:10][O:11][C@H:12]([CH3:16])[C@H:13]1[CH2:14][S:19][C:18]([NH:20][C:21](=[O:28])[C:22]1[CH:27]=[CH:26][CH:25]=[CH:24][CH:23]=1)=[N:17]2. The catalyst class is: 17. (2) Reactant: [OH-].[Li+].[CH2:3]([O:10][C:11]([NH:13][C@@H:14]1[CH2:17][C@H:16]([CH2:18][O:19]C(=O)C2C=CC=CC=2)[CH2:15]1)=[O:12])[C:4]1[CH:9]=[CH:8][CH:7]=[CH:6][CH:5]=1.C1COCC1. Product: [CH2:3]([O:10][C:11](=[O:12])[NH:13][C@H:14]1[CH2:17][C@@H:16]([CH2:18][OH:19])[CH2:15]1)[C:4]1[CH:5]=[CH:6][CH:7]=[CH:8][CH:9]=1. The catalyst class is: 13. (3) Reactant: [CH2:1]([C@H:8]1[CH2:13][N:12]([C:14]2[CH:19]=[CH:18][C:17]([O:20][CH3:21])=[C:16]([O:22][CH:23]3[CH2:27][CH2:26][CH2:25][CH2:24]3)[CH:15]=2)[CH2:11][CH2:10][N:9]1[C:28](=[O:36])[CH2:29][CH2:30][C:31]([O:33]CC)=O)[C:2]1[CH:7]=[CH:6][CH:5]=[CH:4][CH:3]=1.[CH3:37][NH2:38].[C-]#N.[Na+]. Product: [CH2:1]([C@H:8]1[CH2:13][N:12]([C:14]2[CH:19]=[CH:18][C:17]([O:20][CH3:21])=[C:16]([O:22][CH:23]3[CH2:27][CH2:26][CH2:25][CH2:24]3)[CH:15]=2)[CH2:11][CH2:10][N:9]1[C:28](=[O:36])[CH2:29][CH2:30][C:31]([NH:38][CH3:37])=[O:33])[C:2]1[CH:7]=[CH:6][CH:5]=[CH:4][CH:3]=1. The catalyst class is: 14. (4) Reactant: [OH:1][C:2]1[CH:3]=[C:4]([CH:7]=[CH:8][CH:9]=1)[CH:5]=[O:6].C(=O)([O-])[O-].[K+].[K+].CS(O[CH:21]([CH3:31])[CH2:22][O:23][CH2:24][C:25]1[CH:30]=[CH:29][CH:28]=[CH:27][CH:26]=1)(=O)=O. Product: [CH2:24]([O:23][CH2:22][CH:21]([O:1][C:2]1[CH:3]=[C:4]([CH:7]=[CH:8][CH:9]=1)[CH:5]=[O:6])[CH3:31])[C:25]1[CH:30]=[CH:29][CH:28]=[CH:27][CH:26]=1. The catalyst class is: 9. (5) Product: [Br:1][C:2]1[CH:7]=[CH:6][C:5]([C:8]([F:9])([F:10])[F:11])=[CH:4][C:3]=1[C@H:12]1[N:29]2[C:30](=[O:31])[O:39][C@H:17]([C:18]3[CH:23]=[C:22]([C:24]([F:25])([F:27])[F:26])[CH:21]=[C:20]([CH3:28])[CH:19]=3)[C@@H:15]2[CH2:14][CH2:13]1. The catalyst class is: 3. Reactant: [Br:1][C:2]1[CH:7]=[CH:6][C:5]([C:8]([F:11])([F:10])[F:9])=[CH:4][C:3]=1[C@@H:12]([NH:29][C:30](=[O:39])[O:31]CC1C=CC=CC=1)[CH2:13][CH2:14][C@@H:15]1[C@@H:17]([C:18]2[CH:23]=[C:22]([C:24]([F:27])([F:26])[F:25])[CH:21]=[C:20]([CH3:28])[CH:19]=2)O1.[Li+].C[Si]([N-][Si](C)(C)C)(C)C. (6) Reactant: [CH3:1][O:2][C:3]1[CH:4]=[C:5]2[C:10](=[CH:11][C:12]=1[O:13][CH3:14])[N:9]=[CH:8][CH:7]=[C:6]2[O:15][C:16]1[C:22]([CH3:23])=[CH:21][C:19]([NH2:20])=[C:18]([CH3:24])[CH:17]=1.C1(C)C=CC=CC=1.C(N(CC)CC)C.Cl[C:40](Cl)([O:42][C:43](=[O:49])OC(Cl)(Cl)Cl)Cl.[N:51]1[CH:56]=[CH:55][CH:54]=[CH:53][C:52]=1[S:57][CH2:58][CH2:59]CO. Product: [CH3:1][O:2][C:3]1[CH:4]=[C:5]2[C:10](=[CH:11][C:12]=1[O:13][CH3:14])[N:9]=[CH:8][CH:7]=[C:6]2[O:15][C:16]1[C:22]([CH3:23])=[CH:21][C:19]([NH:20][C:43](=[O:49])[O:42][CH2:40][CH2:59][CH2:58][S:57][C:52]2[CH:53]=[CH:54][CH:55]=[CH:56][N:51]=2)=[C:18]([CH3:24])[CH:17]=1. The catalyst class is: 2.